This data is from Catalyst prediction with 721,799 reactions and 888 catalyst types from USPTO. The task is: Predict which catalyst facilitates the given reaction. Reactant: C(=O)([O-])[O-].[Cs+].[Cs+].[Br:7][C:8]1[CH:13]=[N:12][C:11]([Cl:14])=[C:10]2[NH:15][CH:16]=[C:17]([CH2:18][C:19]([O:21][CH3:22])=[O:20])[C:9]=12.Br[CH2:24][C:25]([O:27][C:28]([CH3:31])([CH3:30])[CH3:29])=[O:26]. Product: [Br:7][C:8]1[CH:13]=[N:12][C:11]([Cl:14])=[C:10]2[N:15]([CH2:24][C:25]([O:27][C:28]([CH3:31])([CH3:30])[CH3:29])=[O:26])[CH:16]=[C:17]([CH2:18][C:19]([O:21][CH3:22])=[O:20])[C:9]=12. The catalyst class is: 3.